Dataset: Peptide-MHC class II binding affinity with 134,281 pairs from IEDB. Task: Regression. Given a peptide amino acid sequence and an MHC pseudo amino acid sequence, predict their binding affinity value. This is MHC class II binding data. (1) The peptide sequence is KISDVLGNLFLHRFR. The MHC is DRB1_0101 with pseudo-sequence DRB1_0101. The binding affinity (normalized) is 0.167. (2) The peptide sequence is AAGVAAWSLIALMIP. The MHC is DRB3_0101 with pseudo-sequence DRB3_0101. The binding affinity (normalized) is 0.189. (3) The peptide sequence is DEINTIFSDYIPYVF. The MHC is HLA-DQA10501-DQB10201 with pseudo-sequence HLA-DQA10501-DQB10201. The binding affinity (normalized) is 0.820. (4) The peptide sequence is RPTAWFLPSIRAANV. The MHC is DRB1_1101 with pseudo-sequence DRB1_1101. The binding affinity (normalized) is 0.936. (5) The peptide sequence is HLAEGKVDTGVAVSR. The MHC is HLA-DQA10201-DQB10303 with pseudo-sequence HLA-DQA10201-DQB10303. The binding affinity (normalized) is 0.551.